This data is from Reaction yield outcomes from USPTO patents with 853,638 reactions. The task is: Predict the reaction yield, written as a fraction of the theoretical maximum amount of product (1.0 means a 100% yield; for example, 0.34 means a 34% yield). (1) The product is [F:17][C:14]1[CH:15]=[CH:16][C:11]([S:8]([C:6]2[N:7]=[C:2]([NH:33][C:30]3[CH:29]=[C:28]([CH3:27])[NH:32][N:31]=3)[C:3]3[CH:20]=[CH:19][N:18]([CH2:21][C:22]([N:24]([CH3:26])[CH3:25])=[O:23])[C:4]=3[N:5]=2)(=[O:10])=[O:9])=[CH:12][CH:13]=1. The yield is 0.260. The catalyst is CN(C=O)C. The reactants are Cl[C:2]1[C:3]2[CH:20]=[CH:19][N:18]([CH2:21][C:22]([N:24]([CH3:26])[CH3:25])=[O:23])[C:4]=2[N:5]=[C:6]([S:8]([C:11]2[CH:16]=[CH:15][C:14]([F:17])=[CH:13][CH:12]=2)(=[O:10])=[O:9])[N:7]=1.[CH3:27][C:28]1[NH:32][N:31]=[C:30]([NH2:33])[CH:29]=1.[I-].[Na+].CCN(C(C)C)C(C)C. (2) The reactants are [Cl:1][C:2]1[CH:3]=[CH:4][CH:5]=[C:6]2[C:11]=1[N:10]=[C:9]([C:12]1[CH:17]=[CH:16][CH:15]=[CH:14][C:13]=1[Cl:18])[C:8]([CH2:19][NH2:20])=[CH:7]2.Cl[C:22]1[CH:27]=[CH:26][N:25]=[C:24]2[N:28](C(OC(C)(C)C)=O)[CH:29]=[N:30][C:23]=12.C(N(C(C)C)CC)(C)C.C(O)CCC. The catalyst is CC1C(NC(CN2CCOCC2)=O)=C(C)C=C(OCC2C=CC=CC=2)C=1. The product is [Cl:1][C:2]1[CH:3]=[CH:4][CH:5]=[C:6]2[C:11]=1[N:10]=[C:9]([C:12]1[CH:17]=[CH:16][CH:15]=[CH:14][C:13]=1[Cl:18])[C:8]([CH2:19][NH:20][C:22]1[CH:27]=[CH:26][N:25]=[C:24]3[NH:28][CH:29]=[N:30][C:23]=13)=[CH:7]2. The yield is 0.150. (3) The reactants are [Br:1][C:2]1[C:3]([CH3:10])=[C:4]([CH:7]=[CH:8][CH:9]=1)[CH:5]=O.[NH:11]1[C:19]2[C:14](=[CH:15][CH:16]=[CH:17][CH:18]=2)[CH2:13][C:12]1=[O:20].N1CCCCC1. The catalyst is C(O)C. The product is [Br:1][C:2]1[C:3]([CH3:10])=[C:4]([CH:7]=[CH:8][CH:9]=1)[CH:5]=[C:13]1[C:14]2[C:19](=[CH:18][CH:17]=[CH:16][CH:15]=2)[NH:11][C:12]1=[O:20]. The yield is 0.300. (4) The product is [F:32][C:27]([C:8]1[CH:7]=[CH:6][C:4]([NH2:5])=[C:3]([C:2]([F:10])([F:11])[F:1])[CH:9]=1)([C:28]([F:31])([F:30])[F:29])[C:26]([F:35])([F:34])[F:25]. The catalyst is S([O-])(O)(=O)=O.C([N+](CCCC)(CCCC)CCCC)CCC.O.C(OCC)(=O)C. The reactants are [F:1][C:2]([F:11])([F:10])[C:3]1[CH:9]=[CH:8][CH:7]=[CH:6][C:4]=1[NH2:5].S(S([O-])=O)([O-])=O.[Na+].[Na+].C(=O)([O-])O.[Na+].[F:25][C:26]([F:35])([F:34])[C:27](I)([F:32])[C:28]([F:31])([F:30])[F:29]. The yield is 0.300.